Dataset: Forward reaction prediction with 1.9M reactions from USPTO patents (1976-2016). Task: Predict the product of the given reaction. (1) Given the reactants Br[C:2]1[CH:7]=[CH:6][C:5]([C:8]2[N:17]=[C:16]([NH:18][C:19]3[NH:20][N:21]=[C:22]([CH3:24])[CH:23]=3)[C:15]3[C:10](=[CH:11][CH:12]=[CH:13][CH:14]=3)[N:9]=2)=[CH:4][CH:3]=1.C[Si]([C:29]#[CH:30])(C)C.C(N(CC)CC)C, predict the reaction product. The product is: [C:29]([C:2]1[CH:7]=[CH:6][C:5]([C:8]2[N:17]=[C:16]([NH:18][C:19]3[NH:20][N:21]=[C:22]([CH3:24])[CH:23]=3)[C:15]3[C:10](=[CH:11][CH:12]=[CH:13][CH:14]=3)[N:9]=2)=[CH:4][CH:3]=1)#[CH:30]. (2) Given the reactants [CH3:1][C:2]1[C:10]2[C:5](=[N:6][CH:7]=[C:8]([C:24]3[CH:29]=[CH:28][CH:27]=[CH:26][CH:25]=3)[C:9]=2[N:11]2[CH2:16][CH2:15][N:14](C(OC(C)(C)C)=O)[CH2:13][CH2:12]2)[NH:4][CH:3]=1.C(O)(C(F)(F)F)=O, predict the reaction product. The product is: [CH3:1][C:2]1[C:10]2[C:5](=[N:6][CH:7]=[C:8]([C:24]3[CH:25]=[CH:26][CH:27]=[CH:28][CH:29]=3)[C:9]=2[N:11]2[CH2:12][CH2:13][NH:14][CH2:15][CH2:16]2)[NH:4][CH:3]=1. (3) Given the reactants C([NH:8][C:9]1[C:16]([C:17]#[N:18])=[C:15]([OH:19])[C:14]([O:20]C)=[CH:13][C:10]=1[C:11]#[N:12])C1C=CC=CC=1.[Cl-].[Al+3].[Cl-].[Cl-].[I-].[Na+], predict the reaction product. The product is: [NH2:8][C:9]1[C:16]([C:17]#[N:18])=[C:15]([OH:19])[C:14]([OH:20])=[CH:13][C:10]=1[C:11]#[N:12].